From a dataset of Catalyst prediction with 721,799 reactions and 888 catalyst types from USPTO. Predict which catalyst facilitates the given reaction. (1) Reactant: [Br:1][C:2]1[CH:11]=[CH:10][C:5]([C:6]([O:8][CH3:9])=[O:7])=[CH:4][C:3]=1[CH2:12][OH:13].N1C=CN=C1.[Si:19](Cl)([C:22]([CH3:25])([CH3:24])[CH3:23])([CH3:21])[CH3:20]. Product: [Br:1][C:2]1[CH:11]=[CH:10][C:5]([C:6]([O:8][CH3:9])=[O:7])=[CH:4][C:3]=1[CH2:12][O:13][Si:19]([C:22]([CH3:25])([CH3:24])[CH3:23])([CH3:21])[CH3:20]. The catalyst class is: 31. (2) Reactant: [CH:1]1([C:7]2[CH:28]=[CH:27][C:10]([C:11]([N:13]3[C:19]4[CH:20]=[CH:21][CH:22]=[CH:23][C:18]=4[CH2:17][N:16]4[CH:24]=[CH:25][CH:26]=[C:15]4[CH2:14]3)=[O:12])=[CH:9][CH:8]=2)[CH2:6][CH2:5][CH2:4][CH2:3][CH2:2]1.[Cl:29][C:30]([Cl:35])([Cl:34])[C:31](Cl)=[O:32]. Product: [Cl:29][C:30]([Cl:35])([Cl:34])[C:31]([C:24]1[N:16]2[C:15]([CH2:14][N:13]([C:11](=[O:12])[C:10]3[CH:27]=[CH:28][C:7]([CH:1]4[CH2:2][CH2:3][CH2:4][CH2:5][CH2:6]4)=[CH:8][CH:9]=3)[C:19]3[CH:20]=[CH:21][CH:22]=[CH:23][C:18]=3[CH2:17]2)=[CH:26][CH:25]=1)=[O:32]. The catalyst class is: 4. (3) Reactant: [CH3:1][C:2]1[S:3][C:4]([C:10]2[CH:15]=[CH:14][CH:13]=[CH:12][CH:11]=2)=[C:5]([C:7]([OH:9])=O)[N:6]=1.C(Cl)(=O)C(Cl)=O.[CH3:22][C:23]1[C:24]2[N:25]([CH:29]=[C:30]([CH2:32][C@@H:33]3[CH2:38][CH2:37][CH2:36][CH2:35][NH:34]3)[N:31]=2)[CH:26]=[CH:27][CH:28]=1. Product: [CH3:22][C:23]1[C:24]2[N:25]([CH:29]=[C:30]([CH2:32][C@@H:33]3[CH2:38][CH2:37][CH2:36][CH2:35][N:34]3[C:7]([C:5]3[N:6]=[C:2]([CH3:1])[S:3][C:4]=3[C:10]3[CH:15]=[CH:14][CH:13]=[CH:12][CH:11]=3)=[O:9])[N:31]=2)[CH:26]=[CH:27][CH:28]=1. The catalyst class is: 59. (4) The catalyst class is: 5. Reactant: C(OC(=O)C)C.Cl.C(OC([NH:15][C:16]1[CH:21]=[CH:20][CH:19]=[CH:18][C:17]=1[NH:22][C:23](=[O:55])[C:24]1[CH:29]=[CH:28][C:27]([CH2:30][N:31]([CH2:45][CH2:46][CH2:47][N:48]2[CH2:53][CH2:52][N:51]([CH3:54])[CH2:50][CH2:49]2)[C:32]([NH:34][C:35]2[CH:44]=[CH:43][C:38]3[O:39][CH2:40][CH2:41][O:42][C:37]=3[CH:36]=2)=[O:33])=[CH:26][CH:25]=1)=O)(C)(C)C.C(OCC)(=O)C.C(=O)([O-])O.[Na+]. Product: [NH2:15][C:16]1[CH:21]=[CH:20][CH:19]=[CH:18][C:17]=1[NH:22][C:23](=[O:55])[C:24]1[CH:29]=[CH:28][C:27]([CH2:30][N:31]([CH2:45][CH2:46][CH2:47][N:48]2[CH2:53][CH2:52][N:51]([CH3:54])[CH2:50][CH2:49]2)[C:32]([NH:34][C:35]2[CH:44]=[CH:43][C:38]3[O:39][CH2:40][CH2:41][O:42][C:37]=3[CH:36]=2)=[O:33])=[CH:26][CH:25]=1. (5) Reactant: Br[C:2]1[CH:7]=[CH:6][C:5]([CH3:8])=[CH:4][N:3]=1.C([Sn](CCCC)(CCCC)[C:14]1[CH:19]=[CH:18][CH:17]=[CH:16][N:15]=1)CCC. Product: [CH3:8][C:5]1[C:4]([C:14]2[CH:19]=[CH:18][CH:17]=[CH:16][N:15]=2)=[N:3][CH:2]=[CH:7][CH:6]=1. The catalyst class is: 109. (6) Reactant: [CH3:1][O:2][C:3](=[O:30])[CH:4]=[CH:5][C:6]1[CH:14]=[CH:13][C:12]([O:15]CC2C=CC=CC=2)=[C:11]2[C:7]=1[CH2:8][N:9]([S:23]([CH2:26][CH2:27][CH2:28][CH3:29])(=[O:25])=[O:24])[CH2:10]2.[H][H]. Product: [CH3:1][O:2][C:3](=[O:30])[CH2:4][CH2:5][C:6]1[CH:14]=[CH:13][C:12]([OH:15])=[C:11]2[C:7]=1[CH2:8][N:9]([S:23]([CH2:26][CH2:27][CH2:28][CH3:29])(=[O:25])=[O:24])[CH2:10]2. The catalyst class is: 105. (7) Reactant: Cl.O1CCOCC1.C(OC([N:15]1[CH2:20][CH2:19][N:18]([C:21]([C:23]2[N:31]3[C:26]([CH:27]=[CH:28][CH:29]=[CH:30]3)=[C:25]([C:32]3[CH:37]=[CH:36][CH:35]=[CH:34][CH:33]=3)[C:24]=2[CH2:38][C:39]2[CH:44]=[CH:43][CH:42]=[C:41]([F:45])[C:40]=2[CH3:46])=[O:22])[CH2:17][C@@H:16]1[CH2:47][C:48](=[O:57])[NH:49][CH2:50][C:51]([C:54](=[O:56])[NH2:55])([CH3:53])[CH3:52])=O)(C)(C)C. Product: [F:45][C:41]1[C:40]([CH3:46])=[C:39]([CH:44]=[CH:43][CH:42]=1)[CH2:38][C:24]1[C:25]([C:32]2[CH:37]=[CH:36][CH:35]=[CH:34][CH:33]=2)=[C:26]2[N:31]([C:23]=1[C:21]([N:18]1[CH2:19][CH2:20][NH:15][C@@H:16]([CH2:47][C:48]([NH:49][CH2:50][C:51]([CH3:53])([CH3:52])[C:54]([NH2:55])=[O:56])=[O:57])[CH2:17]1)=[O:22])[CH:30]=[CH:29][CH:28]=[CH:27]2. The catalyst class is: 2. (8) Reactant: [Cl:1][C:2]1[C:3]([F:23])=[C:4]([CH:8]=[CH:9][C:10]=1[O:11][C:12]1[CH:17]=[CH:16][C:15]([Cl:18])=[C:14]([C:19]([F:22])([F:21])[F:20])[CH:13]=1)[C:5](O)=[O:6].Cl.CN(C)CCCN=C=NCC.ON1C2C=CC=CC=2N=N1.C(N(CC)C(C)C)(C)C.[CH3:55][S:56]([NH2:59])(=[O:58])=[O:57]. Product: [Cl:1][C:2]1[C:3]([F:23])=[C:4]([CH:8]=[CH:9][C:10]=1[O:11][C:12]1[CH:17]=[CH:16][C:15]([Cl:18])=[C:14]([C:19]([F:22])([F:21])[F:20])[CH:13]=1)[C:5]([NH:59][S:56]([CH3:55])(=[O:58])=[O:57])=[O:6]. The catalyst class is: 4.